From a dataset of Forward reaction prediction with 1.9M reactions from USPTO patents (1976-2016). Predict the product of the given reaction. (1) Given the reactants C[O:2][C:3](=[O:31])[CH2:4][CH:5]1[CH2:10][NH:9][C@H:8]([C:11]([N:13]2[CH2:17][CH2:16][CH:15]([C:18]3[CH:23]=[CH:22][CH:21]=[CH:20][CH:19]=3)[CH2:14]2)=[O:12])[C@@H:7]([C:24]([O:26][C:27]([CH3:30])([CH3:29])[CH3:28])=[O:25])[CH2:6]1.[OH-].[Li+], predict the reaction product. The product is: [C:27]([O:26][C:24]([C@@H:7]1[C@@H:8]([C:11]([N:13]2[CH2:17][CH2:16][CH:15]([C:18]3[CH:19]=[CH:20][CH:21]=[CH:22][CH:23]=3)[CH2:14]2)=[O:12])[NH:9][CH2:10][CH:5]([CH2:4][C:3]([OH:31])=[O:2])[CH2:6]1)=[O:25])([CH3:30])([CH3:28])[CH3:29]. (2) Given the reactants [OH-:1].[Na+].[CH3:3][O:4][C:5]1[CH:32]=[CH:31][C:8]([CH2:9][O:10][C:11]2[CH:12]=[CH:13][CH:14]=[C:15]3[C:30]=2[C:18]2[N:19]=[C:20]([NH2:29])[N:21]=[C:22]([C:23]4[CH:28]=[CH:27][CH:26]=[CH:25][CH:24]=4)[C:17]=2[CH2:16]3)=[CH:7][CH:6]=1, predict the reaction product. The product is: [NH2:29][C:20]1[N:21]=[C:22]([C:23]2[CH:28]=[CH:27][CH:26]=[CH:25][CH:24]=2)[C:17]2[C:16](=[O:1])[C:15]3[C:30](=[C:11]([O:10][CH2:9][C:8]4[CH:7]=[CH:6][C:5]([O:4][CH3:3])=[CH:32][CH:31]=4)[CH:12]=[CH:13][CH:14]=3)[C:18]=2[N:19]=1. (3) The product is: [F:36][C:32]1[CH:33]=[CH:34][CH:35]=[C:2]([F:1])[C:3]=1[C:4]([NH:6][C:7]1[C:8]([C:18]2[NH:19][C:20]([C:25]3[CH:30]=[CH:29][C:28]([F:31])=[CH:27][CH:26]=3)=[C:21]([CH2:23][NH:59][CH2:58][CH2:57][O:56][CH3:55])[N:22]=2)=[N:9][N:10]([CH:12]2[CH2:17][CH2:16][CH2:15][CH2:14][O:13]2)[CH:11]=1)=[O:5]. Given the reactants [F:1][C:2]1[CH:35]=[CH:34][CH:33]=[C:32]([F:36])[C:3]=1[C:4]([NH:6][C:7]1[C:8]([C:18]2[NH:19][C:20]([C:25]3[CH:30]=[CH:29][C:28]([F:31])=[CH:27][CH:26]=3)=[C:21]([CH:23]=O)[N:22]=2)=[N:9][N:10]([CH:12]2[CH2:17][CH2:16][CH2:15][CH2:14][O:13]2)[CH:11]=1)=[O:5].C(O[BH-](OC(=O)C)OC(=O)C)(=O)C.[Na+].C(O)(=O)C.[CH3:55][O:56][CH2:57][CH2:58][NH2:59], predict the reaction product. (4) Given the reactants [C:1]([O-:4])(=O)[CH3:2].[Na+].C([O-])(=O)C.[NH4+:10].[CH2:11]([O:18][C:19]1[CH:24]=[CH:23][C:22]([C:25](=O)[CH:26](Br)[C:27]2[CH:32]=[CH:31][N:30]=[CH:29][CH:28]=2)=[CH:21][CH:20]=1)[C:12]1[CH:17]=[CH:16][CH:15]=[CH:14][CH:13]=1, predict the reaction product. The product is: [CH2:11]([O:18][C:19]1[CH:24]=[CH:23][C:22]([C:25]2[N:10]=[C:1]([CH3:2])[O:4][C:26]=2[C:27]2[CH:32]=[CH:31][N:30]=[CH:29][CH:28]=2)=[CH:21][CH:20]=1)[C:12]1[CH:17]=[CH:16][CH:15]=[CH:14][CH:13]=1. (5) Given the reactants C[O:2][C:3](=[O:30])[C:4]1[CH:9]=[CH:8][C:7]([O:10][CH2:11][CH:12]([C:18]2[CH:27]=[C:26]3[C:21]([C:22]([CH3:29])([CH3:28])[CH2:23][CH2:24][O:25]3)=[CH:20][CH:19]=2)[CH2:13][CH2:14][CH2:15][CH2:16][CH3:17])=[CH:6][CH:5]=1.[OH-].[K+].C1COCC1.Cl, predict the reaction product. The product is: [CH3:28][C:22]1([CH3:29])[C:21]2[C:26](=[CH:27][C:18]([CH:12]([CH2:13][CH2:14][CH2:15][CH2:16][CH3:17])[CH2:11][O:10][C:7]3[CH:6]=[CH:5][C:4]([C:3]([OH:30])=[O:2])=[CH:9][CH:8]=3)=[CH:19][CH:20]=2)[O:25][CH2:24][CH2:23]1. (6) Given the reactants C=O.[C:3]([C:7]1[O:8][C:9]2[C:10](=[C:12]([C:29]#[N:30])[C:13]([CH3:28])=[C:14]([C:22]3[CH:27]=[CH:26][CH:25]=[CH:24][CH:23]=3)[C:15]=2[N:16]2[CH2:19][CH:18]([NH:20][CH3:21])[CH2:17]2)[N:11]=1)([CH3:6])([CH3:5])[CH3:4].[C:31]([BH3-])#N.[Na+].C(O)(=O)C.C(=O)([O-])[O-].[Na+].[Na+], predict the reaction product. The product is: [C:3]([C:7]1[O:8][C:9]2[C:10](=[C:12]([C:29]#[N:30])[C:13]([CH3:28])=[C:14]([C:22]3[CH:23]=[CH:24][CH:25]=[CH:26][CH:27]=3)[C:15]=2[N:16]2[CH2:17][CH:18]([N:20]([CH3:31])[CH3:21])[CH2:19]2)[N:11]=1)([CH3:6])([CH3:4])[CH3:5]. (7) Given the reactants [CH2:1]([N:3]([CH2:25][CH3:26])[C:4](=[O:24])[C:5]1[CH:10]=[CH:9][C:8]([C:11](=[C:18]2[CH2:23][CH2:22][NH:21][CH2:20][CH2:19]2)[C:12]2[CH:17]=[CH:16][CH:15]=[CH:14][CH:13]=2)=[CH:7][CH:6]=1)[CH3:2].[C:27](=O)([O-])[O-].[K+].[K+].CI, predict the reaction product. The product is: [CH2:25]([N:3]([CH2:1][CH3:2])[C:4](=[O:24])[C:5]1[CH:6]=[CH:7][C:8]([C:11](=[C:18]2[CH2:23][CH2:22][N:21]([CH3:27])[CH2:20][CH2:19]2)[C:12]2[CH:17]=[CH:16][CH:15]=[CH:14][CH:13]=2)=[CH:9][CH:10]=1)[CH3:26].